From a dataset of Catalyst prediction with 721,799 reactions and 888 catalyst types from USPTO. Predict which catalyst facilitates the given reaction. (1) Reactant: Br[C:2]1[CH:3]=[CH:4][C:5]2[O:11][CH2:10][CH2:9][N:8]3[CH:12]=[C:13]([C:15]4[N:19]([C:20]5[CH:25]=[CH:24][CH:23]=[CH:22][C:21]=5[Cl:26])[N:18]=[C:17]([NH2:27])[N:16]=4)[N:14]=[C:7]3[C:6]=2[CH:28]=1.[Cl:29][C:30]1[CH:35]=[CH:34][C:33](B(O)O)=[CH:32][CH:31]=1.C([O-])([O-])=O.[Cs+].[Cs+].O. Product: [Cl:26][C:21]1[CH:22]=[CH:23][CH:24]=[CH:25][C:20]=1[N:19]1[C:15]([C:13]2[N:14]=[C:7]3[C:6]4[CH:28]=[C:2]([C:33]5[CH:34]=[CH:35][C:30]([Cl:29])=[CH:31][CH:32]=5)[CH:3]=[CH:4][C:5]=4[O:11][CH2:10][CH2:9][N:8]3[CH:12]=2)=[N:16][C:17]([NH2:27])=[N:18]1. The catalyst class is: 12. (2) Reactant: C1(OC(=O)[N:9]([CH:42]2[CH2:44][CH2:43]2)[CH2:10][C:11]2[N:12]=[C:13]([C:32]3[CH:37]=[CH:36][C:35]([C:38]([F:41])([F:40])[F:39])=[CH:34][CH:33]=3)[S:14][C:15]=2[CH2:16][O:17][C:18]2[CH:23]=[CH:22][C:21]([C:24]3[NH:28][C:27](=[O:29])[O:26][N:25]=3)=[C:20]([O:30][CH3:31])[CH:19]=2)C=CC=CC=1.[OH-].[K+]. Product: [CH:42]1([NH:9][CH2:10][C:11]2[N:12]=[C:13]([C:32]3[CH:33]=[CH:34][C:35]([C:38]([F:40])([F:41])[F:39])=[CH:36][CH:37]=3)[S:14][C:15]=2[CH2:16][O:17][C:18]2[CH:23]=[CH:22][C:21]([C:24]3[NH:28][C:27](=[O:29])[O:26][N:25]=3)=[C:20]([O:30][CH3:31])[CH:19]=2)[CH2:43][CH2:44]1. The catalyst class is: 746.